From a dataset of Full USPTO retrosynthesis dataset with 1.9M reactions from patents (1976-2016). Predict the reactants needed to synthesize the given product. Given the product [N:11]1[N:12]2[C:13]([CH2:14][S:15][CH2:16][CH2:17]2)=[CH:18][C:10]=1[CH2:8][OH:7], predict the reactants needed to synthesize it. The reactants are: [Li+].[BH4-].CO.C([O:7][C:8]([C:10]1[CH:18]=[C:13]2[CH2:14][S:15][CH2:16][CH2:17][N:12]2[N:11]=1)=O)C.